Task: Regression. Given two drug SMILES strings and cell line genomic features, predict the synergy score measuring deviation from expected non-interaction effect.. Dataset: NCI-60 drug combinations with 297,098 pairs across 59 cell lines (1) Drug 2: COC1=C2C(=CC3=C1OC=C3)C=CC(=O)O2. Cell line: CAKI-1. Drug 1: CC1CCC2CC(C(=CC=CC=CC(CC(C(=O)C(C(C(=CC(C(=O)CC(OC(=O)C3CCCCN3C(=O)C(=O)C1(O2)O)C(C)CC4CCC(C(C4)OC)OCCO)C)C)O)OC)C)C)C)OC. Synergy scores: CSS=6.63, Synergy_ZIP=-3.71, Synergy_Bliss=-2.88, Synergy_Loewe=-16.2, Synergy_HSA=-5.03. (2) Drug 1: CC1=C(C=C(C=C1)NC2=NC=CC(=N2)N(C)C3=CC4=NN(C(=C4C=C3)C)C)S(=O)(=O)N.Cl. Drug 2: CCC1(C2=C(COC1=O)C(=O)N3CC4=CC5=C(C=CC(=C5CN(C)C)O)N=C4C3=C2)O.Cl. Cell line: MDA-MB-435. Synergy scores: CSS=8.78, Synergy_ZIP=-0.00929, Synergy_Bliss=4.61, Synergy_Loewe=-75.0, Synergy_HSA=0.779. (3) Drug 1: CNC(=O)C1=CC=CC=C1SC2=CC3=C(C=C2)C(=NN3)C=CC4=CC=CC=N4. Drug 2: CC1=C2C(C(=O)C3(C(CC4C(C3C(C(C2(C)C)(CC1OC(=O)C(C(C5=CC=CC=C5)NC(=O)OC(C)(C)C)O)O)OC(=O)C6=CC=CC=C6)(CO4)OC(=O)C)O)C)O. Cell line: SK-MEL-28. Synergy scores: CSS=30.4, Synergy_ZIP=2.00, Synergy_Bliss=9.34, Synergy_Loewe=-24.6, Synergy_HSA=6.51. (4) Synergy scores: CSS=3.02, Synergy_ZIP=-1.10, Synergy_Bliss=-6.40, Synergy_Loewe=-7.03, Synergy_HSA=-6.20. Cell line: HOP-92. Drug 1: CC12CCC3C(C1CCC2=O)CC(=C)C4=CC(=O)C=CC34C. Drug 2: B(C(CC(C)C)NC(=O)C(CC1=CC=CC=C1)NC(=O)C2=NC=CN=C2)(O)O. (5) Drug 1: CC1OCC2C(O1)C(C(C(O2)OC3C4COC(=O)C4C(C5=CC6=C(C=C35)OCO6)C7=CC(=C(C(=C7)OC)O)OC)O)O. Drug 2: B(C(CC(C)C)NC(=O)C(CC1=CC=CC=C1)NC(=O)C2=NC=CN=C2)(O)O. Cell line: UACC-257. Synergy scores: CSS=13.6, Synergy_ZIP=1.08, Synergy_Bliss=8.50, Synergy_Loewe=8.14, Synergy_HSA=7.95. (6) Drug 1: CC(C)(C#N)C1=CC(=CC(=C1)CN2C=NC=N2)C(C)(C)C#N. Drug 2: CC1CCCC2(C(O2)CC(NC(=O)CC(C(C(=O)C(C1O)C)(C)C)O)C(=CC3=CSC(=N3)C)C)C. Cell line: CCRF-CEM. Synergy scores: CSS=51.9, Synergy_ZIP=7.54, Synergy_Bliss=5.44, Synergy_Loewe=-21.9, Synergy_HSA=-2.44.